Dataset: Forward reaction prediction with 1.9M reactions from USPTO patents (1976-2016). Task: Predict the product of the given reaction. Given the reactants [Cl:1][C:2]1[CH:22]=[CH:21][C:5]([CH2:6][NH:7][C:8]2[CH:9]=[CH:10][C:11]([F:20])=[C:12]([N:14]3[CH2:18][CH2:17][CH2:16][C:15]3=[O:19])[CH:13]=2)=[CH:4][CH:3]=1.[CH3:23][N:24]1[CH:28]=[C:27]([S:29](Cl)(=[O:31])=[O:30])[N:26]=[CH:25]1.N1C=CC=CC=1, predict the reaction product. The product is: [Cl:1][C:2]1[CH:22]=[CH:21][C:5]([CH2:6][N:7]([C:8]2[CH:9]=[CH:10][C:11]([F:20])=[C:12]([N:14]3[CH2:18][CH2:17][CH2:16][C:15]3=[O:19])[CH:13]=2)[S:29]([C:27]2[N:26]=[CH:25][N:24]([CH3:23])[CH:28]=2)(=[O:31])=[O:30])=[CH:4][CH:3]=1.